Predict the reaction yield, written as a fraction of the theoretical maximum amount of product (1.0 means a 100% yield; for example, 0.34 means a 34% yield). From a dataset of Reaction yield outcomes from USPTO patents with 853,638 reactions. (1) The reactants are [Cl:1][C:2]1[CH:7]=[CH:6][C:5]([C:8]2[C:12]([C:13]#[CH:14])=[C:11]([CH3:15])[O:10][N:9]=2)=[CH:4][CH:3]=1.Br[C:17]1[CH:22]=[CH:21][CH:20]=[CH:19][N:18]=1. No catalyst specified. The product is [Cl:1][C:2]1[CH:3]=[CH:4][C:5]([C:8]2[C:12]([C:13]#[C:14][C:17]3[CH:22]=[CH:21][CH:20]=[CH:19][N:18]=3)=[C:11]([CH3:15])[O:10][N:9]=2)=[CH:6][CH:7]=1. The yield is 0.870. (2) The reactants are [F:1][C:2]1[CH:3]=[C:4]([C:8]2[CH:9]=[C:10]([CH3:19])[C:11]([O:17][CH3:18])=[C:12]([CH:16]=2)[C:13]([OH:15])=O)[CH:5]=[CH:6][CH:7]=1.C(Cl)(C(Cl)=O)=O.[NH2:26][C:27]1[C:28]([CH3:35])=[C:29]([OH:34])[CH:30]=[CH:31][C:32]=1[CH3:33].C([O-])(O)=O.[Na+]. The catalyst is C(Cl)Cl.CN(C=O)C.C1COCC1.O. The product is [F:1][C:2]1[CH:3]=[C:4]([C:8]2[CH:9]=[C:10]([CH3:19])[C:11]([O:17][CH3:18])=[C:12]([CH:16]=2)[C:13]([NH:26][C:27]2[C:32]([CH3:33])=[CH:31][CH:30]=[C:29]([OH:34])[C:28]=2[CH3:35])=[O:15])[CH:5]=[CH:6][CH:7]=1. The yield is 0.820.